From a dataset of Full USPTO retrosynthesis dataset with 1.9M reactions from patents (1976-2016). Predict the reactants needed to synthesize the given product. (1) Given the product [CH3:10][O:9][C:5]1[CH:4]=[CH:3][C:45]([C:46]([O:48][CH3:47])=[O:50])=[N:42][C:43]=1[CH3:44], predict the reactants needed to synthesize it. The reactants are: BrC1N=C(C)[C:5]([O:9][CH3:10])=[CH:4][CH:3]=1.C1(P(C2C=CC=CC=2)CCCP(C2C=CC=CC=2)C2C=CC=CC=2)C=CC=CC=1.C([N:42]([CH2:45][CH3:46])[CH2:43][CH3:44])C.[CH3:47][OH:48].[C]=[O:50]. (2) The reactants are: Cl[C:2]1[CH:3]=[C:4]([CH3:17])[C:5]2[N:6]([C:8]([C:12]([O:14][CH2:15][CH3:16])=[O:13])=[C:9]([CH3:11])[N:10]=2)[N:7]=1.[F:18][C:19]([F:30])([F:29])[C:20]1[CH:25]=[CH:24][CH:23]=[CH:22][C:21]=1B(O)O.C(=O)([O-])[O-].[Cs+].[Cs+]. Given the product [CH3:11][C:9]1[N:10]=[C:5]2[C:4]([CH3:17])=[CH:3][C:2]([C:21]3[CH:22]=[CH:23][CH:24]=[CH:25][C:20]=3[C:19]([F:30])([F:29])[F:18])=[N:7][N:6]2[C:8]=1[C:12]([O:14][CH2:15][CH3:16])=[O:13], predict the reactants needed to synthesize it. (3) Given the product [F:33][C:28]1[C:29]([F:32])=[CH:30][C:31]2[C:22]3[C:23]([C:34](=[O:36])[N:7]([C:1]4[CH:6]=[CH:5][CH:4]=[CH:3][CH:2]=4)[N:8]=3)=[CH:24][NH:25][C:26]=2[CH:27]=1, predict the reactants needed to synthesize it. The reactants are: [C:1]1([N:7]2C(=O)C3=CNC4C=CC=CC=4C3=[N:8]2)[CH:6]=[CH:5][CH:4]=[CH:3][CH:2]=1.Cl[C:22]1[C:31]2[C:26](=[CH:27][C:28]([F:33])=[C:29]([F:32])[CH:30]=2)[N:25]=[CH:24][C:23]=1[C:34]([O:36]CC)=O.C1(NN)C=CC=CC=1.